Regression. Given two drug SMILES strings and cell line genomic features, predict the synergy score measuring deviation from expected non-interaction effect. From a dataset of Merck oncology drug combination screen with 23,052 pairs across 39 cell lines. Drug 1: N#Cc1ccc(Cn2cncc2CN2CCN(c3cccc(Cl)c3)C(=O)C2)cc1. Drug 2: NC1CCCCC1N.O=C(O)C(=O)O.[Pt+2]. Cell line: ZR751. Synergy scores: synergy=7.75.